Dataset: Forward reaction prediction with 1.9M reactions from USPTO patents (1976-2016). Task: Predict the product of the given reaction. Given the reactants [Cl:1][C:2]1[CH:7]=[CH:6][C:5]([C:8]([CH3:28])([CH3:27])[CH2:9][C:10]([C:23]([F:26])([F:25])[F:24])([OH:22])[CH2:11][NH:12][C:13]2[CH:21]=[CH:20][CH:19]=[C:18]3[C:14]=2[CH:15]=[N:16][NH:17]3)=[C:4]([O:29]O)[CH:3]=1.[F:31][C:32]1[N:37]=[CH:36][C:35](B(O)O)=[CH:34][CH:33]=1, predict the reaction product. The product is: [Cl:1][C:2]1[CH:7]=[CH:6][C:5]([C:8]([CH3:28])([CH3:27])[CH2:9][C:10]([C:23]([F:26])([F:25])[F:24])([OH:22])[CH2:11][NH:12][C:13]2[CH:21]=[CH:20][CH:19]=[C:18]3[C:14]=2[CH:15]=[N:16][N:17]3[C:35]2[CH:36]=[N:37][C:32]([F:31])=[CH:33][CH:34]=2)=[C:4]([OH:29])[CH:3]=1.